From a dataset of Peptide-MHC class II binding affinity with 134,281 pairs from IEDB. Regression. Given a peptide amino acid sequence and an MHC pseudo amino acid sequence, predict their binding affinity value. This is MHC class II binding data. (1) The peptide sequence is EPTAAPAEPEAPAPE. The MHC is DRB1_0401 with pseudo-sequence DRB1_0401. The binding affinity (normalized) is 0. (2) The peptide sequence is KKWRDVPYLTKRQDK. The MHC is HLA-DQA10501-DQB10302 with pseudo-sequence HLA-DQA10501-DQB10302. The binding affinity (normalized) is 0. (3) The peptide sequence is GSFIIDGKSRKECPF. The MHC is DRB3_0101 with pseudo-sequence DRB3_0101. The binding affinity (normalized) is 0.763. (4) The peptide sequence is WPKSHTLWSNGVLES. The MHC is DRB1_1501 with pseudo-sequence DRB1_1501. The binding affinity (normalized) is 0.231. (5) The peptide sequence is GELQIVDKWDAAFKI. The MHC is DRB1_0802 with pseudo-sequence DRB1_0802. The binding affinity (normalized) is 0.351. (6) The peptide sequence is EAGKESCFCYFDCSK. The MHC is HLA-DPA10201-DPB11401 with pseudo-sequence HLA-DPA10201-DPB11401. The binding affinity (normalized) is 0.0228. (7) The peptide sequence is YDKFLANVSTTLTGK. The MHC is DRB1_0405 with pseudo-sequence DRB1_0405. The binding affinity (normalized) is 0.597. (8) The peptide sequence is DVCGMFTNRSGSQQW. The MHC is HLA-DQA10201-DQB10202 with pseudo-sequence HLA-DQA10201-DQB10202. The binding affinity (normalized) is 0.